Dataset: Full USPTO retrosynthesis dataset with 1.9M reactions from patents (1976-2016). Task: Predict the reactants needed to synthesize the given product. (1) Given the product [BrH:11].[Br:21][C:17]1[CH:16]=[C:15]([C:13](=[O:14])[CH2:12][N+:2]23[CH2:9][N:8]4[CH2:10][N:4]([CH2:5][N:6]([CH2:7]4)[CH2:1]2)[CH2:3]3)[CH:20]=[CH:19][CH:18]=1, predict the reactants needed to synthesize it. The reactants are: [CH2:1]1[N:6]2[CH2:7][N:8]3[CH2:10][N:4]([CH2:5]2)[CH2:3][N:2]1[CH2:9]3.[Br:11][CH2:12][C:13]([C:15]1[CH:20]=[CH:19][CH:18]=[C:17]([Br:21])[CH:16]=1)=[O:14]. (2) Given the product [CH3:1][O:2][C:3]1[CH:10]=[C:9]([O:11][CH3:12])[CH:8]=[CH:7][C:4]=1[CH2:5][NH:6][C:14]1[C:18]2[CH:19]=[C:20]3[C:25](=[CH:26][C:17]=2[N:16]([C:36]([C:43]2[CH:48]=[CH:47][CH:46]=[CH:45][CH:44]=2)([C:37]2[CH:38]=[CH:39][CH:40]=[CH:41][CH:42]=2)[C:49]2[CH:54]=[CH:53][CH:52]=[CH:51][CH:50]=2)[N:15]=1)[NH:24][C:23](=[O:27])[N:22]([C@@H:28]([C:30]1[CH:31]=[CH:32][CH:33]=[CH:34][CH:35]=1)[CH3:29])[CH2:21]3, predict the reactants needed to synthesize it. The reactants are: [CH3:1][O:2][C:3]1[CH:10]=[C:9]([O:11][CH3:12])[CH:8]=[CH:7][C:4]=1[CH2:5][NH2:6].Cl[C:14]1[C:18]2[CH:19]=[C:20]3[C:25](=[CH:26][C:17]=2[N:16]([C:36]([C:49]2[CH:54]=[CH:53][CH:52]=[CH:51][CH:50]=2)([C:43]2[CH:48]=[CH:47][CH:46]=[CH:45][CH:44]=2)[C:37]2[CH:42]=[CH:41][CH:40]=[CH:39][CH:38]=2)[N:15]=1)[NH:24][C:23](=[O:27])[N:22]([C@@H:28]([C:30]1[CH:35]=[CH:34][CH:33]=[CH:32][CH:31]=1)[CH3:29])[CH2:21]3.CC(C)([O-])C.[K+]. (3) Given the product [OH:1][C:2]1[C:3]2[O:15][N:14]=[C:13]([C:16]3[CH:17]=[CH:18][C:19]([O:22][CH3:23])=[CH:20][CH:21]=3)[C:4]=2[CH:5]=[N:6][C:7]=1[C:8]([NH:24][CH2:25][C:26]([OH:28])=[O:27])=[O:9], predict the reactants needed to synthesize it. The reactants are: [OH:1][C:2]1[C:3]2[O:15][N:14]=[C:13]([C:16]3[CH:21]=[CH:20][C:19]([O:22][CH3:23])=[CH:18][CH:17]=3)[C:4]=2[CH:5]=[N:6][C:7]=1[C:8](OCC)=[O:9].[NH2:24][CH2:25][C:26]([OH:28])=[O:27].[O-]CC.[Na+].Cl. (4) Given the product [CH2:1]([S:3]([CH2:6][CH2:7][N:8]([C@@H:23]([C:25]1[N:26]([C:36]2[CH:37]=[CH:38][C:39]([O:42][CH2:43][C:44]([F:47])([F:45])[F:46])=[CH:40][CH:41]=2)[C:27](=[O:35])[C:28]2[CH2:34][CH2:33][CH2:32][NH:31][C:29]=2[N:30]=1)[CH3:24])[C:9](=[O:22])[CH2:10][C:11]1[CH:16]=[CH:15][C:14]([F:17])=[C:13]([C:18]([F:19])([F:21])[F:20])[CH:12]=1)(=[O:5])=[O:4])[CH3:2], predict the reactants needed to synthesize it. The reactants are: [CH2:1]([S:3]([CH2:6][CH2:7][N:8]([C@@H:23]([C:25]1[N:26]([C:36]2[CH:41]=[CH:40][C:39]([O:42][CH2:43][C:44]([F:47])([F:46])[F:45])=[CH:38][CH:37]=2)[C:27](=[O:35])[C:28]2[CH:34]=[CH:33][CH:32]=[N:31][C:29]=2[N:30]=1)[CH3:24])[C:9](=[O:22])[CH2:10][C:11]1[CH:16]=[CH:15][C:14]([F:17])=[C:13]([C:18]([F:21])([F:20])[F:19])[CH:12]=1)(=[O:5])=[O:4])[CH3:2]. (5) The reactants are: [Br:1][C:2]1[CH:3]=[C:4]2[C:8](=[CH:9][CH:10]=1)[NH:7][CH:6]=[CH:5]2.[CH2:11](Br)[C:12]1[CH:17]=[CH:16][CH:15]=[CH:14][CH:13]=1. Given the product [CH2:11]([N:7]1[C:8]2[C:4](=[CH:3][C:2]([Br:1])=[CH:10][CH:9]=2)[CH:5]=[CH:6]1)[C:12]1[CH:17]=[CH:16][CH:15]=[CH:14][CH:13]=1, predict the reactants needed to synthesize it. (6) Given the product [O:26]1[C:27]2[CH:28]=[CH:29][C:30]([C:24]3[CH:2]=[C:3]([CH:21]=[CH:22][CH:23]=3)[CH2:4][N:5]3[C:10]4[C:11]5[CH:17]=[CH:16][CH:15]=[CH:14][C:12]=5[O:13][C:9]=4[C:8](=[O:18])[N:7]([OH:19])[C:6]3=[O:20])=[CH:31][C:32]=2[O:33][CH2:25]1, predict the reactants needed to synthesize it. The reactants are: Br[C:2]1[CH:24]=[CH:23][CH:22]=[CH:21][C:3]=1[CH2:4][N:5]1[C:10]2[C:11]3[CH:17]=[CH:16][CH:15]=[CH:14][C:12]=3[O:13][C:9]=2[C:8](=[O:18])[N:7]([OH:19])[C:6]1=[O:20].[CH2:25]1[O:33][C:32]2[CH:31]=[CH:30][C:29](B(O)O)=[CH:28][C:27]=2[O:26]1. (7) Given the product [Cl:1][C:2]1[CH:3]=[CH:4][C:5]2[N:11]3[CH:12]=[CH:13][CH:14]=[C:10]3[C@@H:9]([CH2:15][CH2:16][C:17]([NH:19][CH:20]3[CH2:21][CH2:22][CH:23]([C:26]([OH:28])=[O:27])[CH2:24][CH2:25]3)=[O:18])[O:8][C@H:7]([C:30]3[CH:35]=[CH:34][CH:33]=[C:32]([O:36][CH3:37])[C:31]=3[O:38][CH3:39])[C:6]=2[CH:40]=1, predict the reactants needed to synthesize it. The reactants are: [Cl:1][C:2]1[CH:3]=[CH:4][C:5]2[N:11]3[CH:12]=[CH:13][CH:14]=[C:10]3[C@@H:9]([CH2:15][CH2:16][C:17]([NH:19][CH:20]3[CH2:25][CH2:24][CH:23]([C:26]([O:28]C)=[O:27])[CH2:22][CH2:21]3)=[O:18])[O:8][C@H:7]([C:30]3[CH:35]=[CH:34][CH:33]=[C:32]([O:36][CH3:37])[C:31]=3[O:38][CH3:39])[C:6]=2[CH:40]=1.C(=O)([O-])[O-].[K+].[K+].O.